Predict the product of the given reaction. From a dataset of Forward reaction prediction with 1.9M reactions from USPTO patents (1976-2016). (1) The product is: [C:1]([O:5][C:6]([N:8]1[CH2:13][C@@H:12]([OH:11])[C@H:10]([OH:14])[CH2:9]1)=[O:7])([CH3:4])([CH3:3])[CH3:2]. Given the reactants [C:1]([O:5][C:6]([N:8]1[CH2:13][C@H:12]2[C@H:10]([O:11]2)[CH2:9]1)=[O:7])([CH3:4])([CH3:3])[CH3:2].[OH-:14].[Na+], predict the reaction product. (2) Given the reactants [N+:1]([C:4]1[NH:8][CH:7]=[N:6][C:5]=1[SH:9])([O-:3])=[O:2].C(P(CCCC)CCCC)CCC.Br[CH2:24][C:25](=[O:30])[C:26]([F:29])([F:28])[F:27], predict the reaction product. The product is: [F:27][C:26]([F:29])([F:28])[C:25]([CH2:24][S:9][C:5]1[NH:6][CH:7]=[N:8][C:4]=1[N+:1]([O-:3])=[O:2])=[O:30]. (3) Given the reactants Br[C:2]1[CH:3]=[C:4]2[C:9](=[CH:10][CH:11]=1)[N:8]=[C:7]([NH:12][CH2:13][C:14]1[CH:19]=[CH:18][C:17]([F:20])=[CH:16][CH:15]=1)[N:6]=[C:5]2[NH:21][CH2:22][C:23]([F:26])([F:25])[F:24].C(=O)([O-])[O-].[K+].[K+].[F:33][C:34]1[CH:39]=[CH:38][C:37](B(O)O)=[CH:36][CH:35]=1, predict the reaction product. The product is: [F:20][C:17]1[CH:18]=[CH:19][C:14]([CH2:13][NH:12][C:7]2[N:6]=[C:5]([NH:21][CH2:22][C:23]([F:26])([F:25])[F:24])[C:4]3[C:9](=[CH:10][CH:11]=[C:2]([C:37]4[CH:38]=[CH:39][C:34]([F:33])=[CH:35][CH:36]=4)[CH:3]=3)[N:8]=2)=[CH:15][CH:16]=1. (4) The product is: [O:4]1[CH2:5][CH2:6][CH:2]([CH2:5][CH2:6][CH2:2][CH2:1][OH:4])[CH2:1]1. Given the reactants [C:1]([O:4][CH2:5][CH3:6])(=O)[CH3:2], predict the reaction product.